This data is from Catalyst prediction with 721,799 reactions and 888 catalyst types from USPTO. The task is: Predict which catalyst facilitates the given reaction. (1) Reactant: [CH3:1][C:2]1[CH:3]=[C:4]2[C:9](=[CH:10][CH:11]=1)[N:8]=[CH:7][CH:6]=[CH:5]2.[Br:12]N1C(=O)CCC1=O.C(OOC(=O)C1C=CC=CC=1)(=O)C1C=CC=CC=1. Product: [Br:12][CH2:1][C:2]1[CH:3]=[C:4]2[C:9](=[CH:10][CH:11]=1)[N:8]=[CH:7][CH:6]=[CH:5]2. The catalyst class is: 53. (2) Reactant: [Cl:1][C:2]1[CH:7]=[CH:6][C:5]([S:8][C:9]2[C:17]3[C:12](=[N:13][CH:14]=[CH:15][CH:16]=3)[NH:11][C:10]=2[CH2:18][OH:19])=[CH:4][CH:3]=1.C[N+]1([O-])CCOCC1. Product: [Cl:1][C:2]1[CH:7]=[CH:6][C:5]([S:8][C:9]2[C:17]3[C:12](=[N:13][CH:14]=[CH:15][CH:16]=3)[NH:11][C:10]=2[CH:18]=[O:19])=[CH:4][CH:3]=1. The catalyst class is: 678.